Dataset: Full USPTO retrosynthesis dataset with 1.9M reactions from patents (1976-2016). Task: Predict the reactants needed to synthesize the given product. (1) The reactants are: [C:1]([O:6]CCC[Si](OC)(OC)OC)(=[O:5])C(C)=C.[OH:17][C:18]1[CH:23]=[CH:22][C:21]([C:24]([C:27]2[CH:32]=[CH:31][C:30]([OH:33])=[CH:29][CH:28]=2)([CH3:26])[CH3:25])=[CH:20][CH:19]=1.C[N+](C)(C)C.[OH-].[OH-].[Na+].[CH-]=O.[CH-]=O.[C-]#[O+].[C-]#[O+].[C-]#[O+].[C-]#[O+].[C-]#[O+].[C-]#[O+].[Co:58].[Co+2]. Given the product [CH3:26][C:24]([C:21]1[CH:22]=[CH:23][C:18]([OH:17])=[CH:19][CH:20]=1)([C:27]1[CH:28]=[CH:29][C:30]([OH:33])=[CH:31][CH:32]=1)[CH3:25].[C:1]([OH:6])([OH:17])=[O:5].[Co:58], predict the reactants needed to synthesize it. (2) Given the product [C:40]([O:43][C:37](=[O:51])[NH:34][CH2:17][CH2:16][C:13]1[CH:12]=[CH:11][C:10]([C:8]2[N:9]=[C:5]([NH:4][C:1](=[O:3])[CH3:2])[S:6][C:7]=2[CH2:21][C:22]2[CH:23]=[CH:24][C:25]([S:28]([CH3:31])(=[O:29])=[O:30])=[CH:26][CH:27]=2)=[CH:15][CH:14]=1)([CH3:42])([CH3:41])[CH3:39], predict the reactants needed to synthesize it. The reactants are: [C:1]([NH:4][C:5]1[S:6][C:7]([CH2:21][C:22]2[CH:27]=[CH:26][C:25]([S:28]([CH3:31])(=[O:30])=[O:29])=[CH:24][CH:23]=2)=[C:8]([C:10]2[CH:15]=[CH:14][C:13]([CH2:16][CH2:17]C(O)=O)=[CH:12][CH:11]=2)[N:9]=1)(=[O:3])[CH3:2].CC[N:34]([CH2:37]C)CC.[CH3:39][C:40]([OH:43])([CH3:42])[CH3:41].C1(P(N=[N+]=[N-])(C2C=CC=CC=2)=[O:51])C=CC=CC=1. (3) The reactants are: [CH3:1][C:2]1[N:3]=[C:4]2[CH:12]=[CH:11][CH:10]=[C:9]3[N:5]2[C:6]=1[C:7](=[O:19])[N:8]3[CH2:13][CH2:14][CH2:15][CH2:16][CH2:17][NH2:18].C(N(CC)CC)C.C([O:29][C:30](=O)[C:31]([F:37])([F:36])[C:32]([F:35])([F:34])[F:33])C. Given the product [CH3:1][C:2]1[N:3]=[C:4]2[CH:12]=[CH:11][CH:10]=[C:9]3[N:5]2[C:6]=1[C:7](=[O:19])[N:8]3[CH2:13][CH2:14][CH2:15][CH2:16][CH2:17][NH:18][C:30](=[O:29])[C:31]([F:37])([F:36])[C:32]([F:35])([F:34])[F:33], predict the reactants needed to synthesize it. (4) Given the product [OH:1][C:2]1[C:9]([O:10][CH2:14][CH2:15][CH2:16][O:17][CH3:18])=[CH:8][CH:7]=[CH:6][C:3]=1[CH:4]=[O:5], predict the reactants needed to synthesize it. The reactants are: [OH:1][C:2]1[C:9]([OH:10])=[CH:8][CH:7]=[CH:6][C:3]=1[CH:4]=[O:5].[H-].[Na+].Cl[CH2:14][CH2:15][CH2:16][O:17][CH3:18].[I-].[Na+].Cl. (5) Given the product [Cl:1][C:2]1[CH:31]=[CH:30][C:5]([CH2:6][N:7]2[C:15]3[C:10](=[CH:11][C:12]([CH:16]=[C:17]4[S:21][C:20]([N:22]([CH3:28])[C@@H:23]5[CH2:27][CH2:26][N:25]([CH2:43][C:44]([NH2:46])=[O:45])[CH2:24]5)=[N:19][C:18]4=[O:29])=[CH:13][CH:14]=3)[CH:9]=[N:8]2)=[C:4]([C:32]([F:35])([F:34])[F:33])[CH:3]=1, predict the reactants needed to synthesize it. The reactants are: [Cl:1][C:2]1[CH:31]=[CH:30][C:5]([CH2:6][N:7]2[C:15]3[C:10](=[CH:11][C:12]([CH:16]=[C:17]4[S:21][C:20]([N:22]([CH3:28])[CH:23]5[CH2:27][CH2:26][NH:25][CH2:24]5)=[N:19][C:18]4=[O:29])=[CH:13][CH:14]=3)[CH:9]=[N:8]2)=[C:4]([C:32]([F:35])([F:34])[F:33])[CH:3]=1.C(=O)([O-])[O-].[K+].[K+].Br[CH2:43][C:44]([NH2:46])=[O:45]. (6) Given the product [NH2:40][C:25]1([C:23]([NH:22][CH:15]([C:12]2[CH:13]=[CH:14][C:9]([Cl:8])=[CH:10][CH:11]=2)[CH2:16][N:17]2[CH:21]=[CH:20][CH:19]=[N:18]2)=[O:24])[CH2:30][CH2:29][N:28]([C:31]2[C:32]3[CH:39]=[CH:38][NH:37][C:33]=3[N:34]=[CH:35][N:36]=2)[CH2:27][CH2:26]1, predict the reactants needed to synthesize it. The reactants are: C(O)(C(F)(F)F)=O.[Cl:8][C:9]1[CH:14]=[CH:13][C:12]([CH:15]([NH:22][C:23]([C:25]2([NH:40]C(=O)OC(C)(C)C)[CH2:30][CH2:29][N:28]([C:31]3[C:32]4[CH:39]=[CH:38][NH:37][C:33]=4[N:34]=[CH:35][N:36]=3)[CH2:27][CH2:26]2)=[O:24])[CH2:16][N:17]2[CH:21]=[CH:20][CH:19]=[N:18]2)=[CH:11][CH:10]=1. (7) The reactants are: [CH:1]([C:3]1[C:8]([NH:9][C:10]([O:12][CH2:13][CH3:14])=[O:11])=[CH:7][C:6]([C:15]2[CH:16]=[CH:17][C:18](=[O:24])[N:19]([CH:21]([CH3:23])[CH3:22])[N:20]=2)=[C:5]([C:25]2[CH:30]=[CH:29][CH:28]=[CH:27][CH:26]=2)[N:4]=1)=O.[C:31]1(=[O:37])[CH2:35][CH2:34][C:33](=[O:36])[CH2:32]1.N1[CH2:43][CH2:42][CH2:41][CH2:40][CH2:39]1.[OH2:44].C[OH:46]. Given the product [C:31]1(=[O:37])[CH2:35][CH2:34][C:33](=[O:36])[CH:32]1[CH:1]([CH:39]1[C:43](=[O:44])[CH2:42][CH2:41][C:40]1=[O:46])[C:3]1[C:8]([NH:9][C:10]([O:12][CH2:13][CH3:14])=[O:11])=[CH:7][C:6]([C:15]2[CH:16]=[CH:17][C:18](=[O:24])[N:19]([CH:21]([CH3:22])[CH3:23])[N:20]=2)=[C:5]([C:25]2[CH:26]=[CH:27][CH:28]=[CH:29][CH:30]=2)[N:4]=1, predict the reactants needed to synthesize it. (8) Given the product [Cl:1][C:2]1[CH:7]=[CH:6][C:5]([S:11]([CH3:10])(=[O:13])=[O:12])=[C:4]([Cl:8])[C:3]=1[CH3:9], predict the reactants needed to synthesize it. The reactants are: [Cl:1][C:2]1[CH:7]=[CH:6][CH:5]=[C:4]([Cl:8])[C:3]=1[CH3:9].[CH3:10][S:11](Cl)(=[O:13])=[O:12].[Cl-].[Al+3].[Cl-].[Cl-].Cl.